Dataset: Full USPTO retrosynthesis dataset with 1.9M reactions from patents (1976-2016). Task: Predict the reactants needed to synthesize the given product. Given the product [OH:1][C:2]1[CH2:7][C:6]([CH:15]([CH3:16])[CH3:17])([CH2:8][CH2:9][C:10]2[CH:14]=[CH:13][S:12][CH:11]=2)[O:5][C:4](=[O:18])[C:3]=1[S:34][C:28]1[CH:27]=[C:26]([CH2:25][OH:24])[S:30][C:29]=1[CH:31]([CH3:33])[CH3:32], predict the reactants needed to synthesize it. The reactants are: [OH:1][C:2]1[CH2:7][C:6]([CH:15]([CH3:17])[CH3:16])([CH2:8][CH2:9][C:10]2[CH:14]=[CH:13][S:12][CH:11]=2)[O:5][C:4](=[O:18])[CH:3]=1.C([SiH2][O:24][C:25](C)(C)[C:26]1[S:30][C:29]([CH:31]([CH3:33])[CH3:32])=[C:28]([S:34]S(C2C=CC(C)=CC=2)(=O)=O)[CH:27]=1)(C)(C)C.CCN(CC)CC.[F-].C([N+](CCCC)(CCCC)CCCC)CCC.